Dataset: Catalyst prediction with 721,799 reactions and 888 catalyst types from USPTO. Task: Predict which catalyst facilitates the given reaction. (1) Reactant: [C:1]1([C:7]([C:18]2[CH:23]=CC=CC=2)=[N:8][NH:9][C:10]2[CH:11]=[C:12]([CH:15]=[CH:16][CH:17]=2)[C:13]#[N:14])[CH:6]=CC=C[CH:2]=1.Cl.CC(C)C(=O)CC#[N:30]. Product: [NH2:30][C:23]1[N:9]([C:10]2[CH:11]=[C:12]([CH:15]=[CH:16][CH:17]=2)[C:13]#[N:14])[N:8]=[C:7]([CH:1]([CH3:2])[CH3:6])[CH:18]=1. The catalyst class is: 14. (2) Reactant: [Br:1]N1C(=O)CCC1=O.[CH3:9][C:10]1[CH:11]=[C:12]([S:16]([Cl:19])(=[O:18])=[O:17])[CH:13]=[CH:14][CH:15]=1. Product: [Br:1][CH2:9][C:10]1[CH:11]=[C:12]([S:16]([Cl:19])(=[O:18])=[O:17])[CH:13]=[CH:14][CH:15]=1. The catalyst class is: 855. (3) Reactant: [CH:1]12[CH2:10][CH:5]3[CH2:6][CH:7]([CH2:9][CH:3]([CH2:4]3)[CH:2]1[NH:11][C:12](=[O:20])[C:13]1[CH:18]=[CH:17][C:16]([OH:19])=[CH:15][CH:14]=1)[CH2:8]2.C1(P(C2C=CC=CC=2)C2C=CC=CC=2)C=CC=CC=1.[CH2:40]([O:42][C:43]([CH:45]1[CH2:50][CH2:49][CH:48](O)[CH2:47][CH2:46]1)=[O:44])[CH3:41].CCOC(/N=N/C(OCC)=O)=O. Product: [CH2:40]([O:42][C:43]([CH:45]1[CH2:50][CH2:49][CH:48]([O:19][C:16]2[CH:15]=[CH:14][C:13]([C:12](=[O:20])[NH:11][CH:2]3[CH:3]4[CH2:9][CH:7]5[CH2:6][CH:5]([CH2:10][CH:1]3[CH2:8]5)[CH2:4]4)=[CH:18][CH:17]=2)[CH2:47][CH2:46]1)=[O:44])[CH3:41]. The catalyst class is: 1. (4) Reactant: [Cl:1][C:2]1[C:11]2[C:6](=[CH:7][CH:8]=[C:9]([CH:12]([C:14]3[C:15](C)=[N:16]C(C)=CC=3)[OH:13])[CH:10]=2)[N:5]=[C:4]([O:22][CH3:23])[C:3]=1[CH2:24][C:25]1[CH:30]=[CH:29][C:28]([C:31]([F:34])([F:33])[F:32])=[CH:27][CH:26]=1.[Li]CCCC.[CH3:40][N:41]1C(C=O)=CN=[N:42]1. Product: [Cl:1][C:2]1[C:11]2[C:6](=[CH:7][CH:8]=[C:9]([CH:12]([C:14]3[N:41]([CH3:40])[N:42]=[N:16][CH:15]=3)[OH:13])[CH:10]=2)[N:5]=[C:4]([O:22][CH3:23])[C:3]=1[CH2:24][C:25]1[CH:30]=[CH:29][C:28]([C:31]([F:34])([F:33])[F:32])=[CH:27][CH:26]=1. The catalyst class is: 1. (5) Reactant: [Br:1][C:2]1[CH:3]=[CH:4][C:5]([CH2:8][OH:9])=[N:6][CH:7]=1.ClC1C=CC=C(C(OO)=[O:18])C=1. Product: [Br:1][C:2]1[CH:3]=[CH:4][C:5]([CH2:8][OH:9])=[N+:6]([O-:18])[CH:7]=1. The catalyst class is: 2. (6) The catalyst class is: 1. Reactant: [Si]([O:8][C:9]1[CH2:10][CH:11]([C:17]2[CH:26]=[CH:25][C:20]([C:21]([O:23][CH3:24])=[O:22])=[CH:19][CH:18]=2)[O:12][C:13]([CH3:16])([CH3:15])[CH:14]=1)(C(C)(C)C)(C)C.[F-].C([N+](CCCC)(CCCC)CCCC)CCC. Product: [CH3:15][C:13]1([CH3:16])[O:12][CH:11]([C:17]2[CH:26]=[CH:25][C:20]([C:21]([O:23][CH3:24])=[O:22])=[CH:19][CH:18]=2)[CH2:10][C:9](=[O:8])[CH2:14]1. (7) Reactant: Cl[C:2]1[N:11]=[C:10]([NH:12][CH2:13][C:14]2[CH:19]=[CH:18][CH:17]=[CH:16][N:15]=2)[C:9]2[C:4](=[CH:5][CH:6]=[CH:7][C:8]=2[C:20]2[CH:25]=[CH:24][CH:23]=[CH:22][CH:21]=2)[N:3]=1.[CH3:26][O:27][C:28]1[N:33]=[CH:32][C:31](B(O)O)=[CH:30][N:29]=1.C(=O)([O-])[O-].[K+].[K+]. Product: [CH3:26][O:27][C:28]1[N:33]=[CH:32][C:31]([C:2]2[N:11]=[C:10]([NH:12][CH2:13][C:14]3[CH:19]=[CH:18][CH:17]=[CH:16][N:15]=3)[C:9]3[C:4](=[CH:5][CH:6]=[CH:7][C:8]=3[C:20]3[CH:25]=[CH:24][CH:23]=[CH:22][CH:21]=3)[N:3]=2)=[CH:30][N:29]=1. The catalyst class is: 339. (8) Reactant: [CH:1]1[C:11]2[C:10]3=[CH:12][C:13]4[CH:14]=[CH:15][C:16]([C:19]([OH:21])=[O:20])=[CH:17][C:18]=4[N:9]3CC=C[C:5]=2[CH:4]=[CH:3][CH:2]=1.[CH:22]1[C:32]2C3=CC4C=CC(C(O)=O)=CC=4N3C=CC[C:26]=2[CH:25]=[CH:24][CH:23]=1.C1C2C3=CC4C=C[C:58]([C:61](O)=[O:62])=CC=4N3CC(C(O)=O)=CC=2C=CC=1.[CH3:67]N(C(ON1N=NC2C=CC=CC1=2)=[N+](C)C)C.[B-](F)(F)(F)F.CCN(C(C)C)C(C)C.N1CCOCC1. Product: [C:61]([C:5]1[CH:4]=[CH:3][CH:2]=[CH:1][C:11]=1[C:10]1[NH:9][C:18]2[C:13]([C:12]=1[CH:22]1[CH2:32][CH2:26][CH2:25][CH2:24][CH2:23]1)=[CH:14][CH:15]=[C:16]([C:19]([O:21][CH3:67])=[O:20])[CH:17]=2)(=[O:62])[CH3:58]. The catalyst class is: 16. (9) Reactant: [F:1][C:2]([F:43])([F:42])[C:3]1[CH:4]=[C:5]([CH:39]=[CH:40][CH:41]=1)[CH2:6][NH:7][C:8](=[O:38])[C:9]1[CH:14]=[CH:13][N:12]=[C:11]([C:15]2[CH:20]=[C:19]([N:21]3[CH2:26][CH2:25][CH2:24][CH2:23][CH2:22]3)[CH:18]=[CH:17][C:16]=2[NH:27][C:28](=[O:37])[C:29]2[CH:34]=[CH:33][CH:32]=[C:31]([CH2:35]Br)[CH:30]=2)[CH:10]=1.[N-:44]=[N+:45]=[N-:46].[Na+]. Product: [F:1][C:2]([F:43])([F:42])[C:3]1[CH:4]=[C:5]([CH:39]=[CH:40][CH:41]=1)[CH2:6][NH:7][C:8](=[O:38])[C:9]1[CH:14]=[CH:13][N:12]=[C:11]([C:15]2[CH:20]=[C:19]([N:21]3[CH2:26][CH2:25][CH2:24][CH2:23][CH2:22]3)[CH:18]=[CH:17][C:16]=2[NH:27][C:28](=[O:37])[C:29]2[CH:34]=[CH:33][CH:32]=[C:31]([CH2:35][N:44]=[N+:45]=[N-:46])[CH:30]=2)[CH:10]=1. The catalyst class is: 35.